This data is from Reaction yield outcomes from USPTO patents with 853,638 reactions. The task is: Predict the reaction yield, written as a fraction of the theoretical maximum amount of product (1.0 means a 100% yield; for example, 0.34 means a 34% yield). (1) The yield is 0.920. The product is [Cl:1][C:2]1[N:10]=[C:9]([Cl:11])[CH:8]=[CH:7][C:3]=1[C:4]([NH:12][CH:13]1[CH2:18][CH2:17][O:16][CH2:15][CH2:14]1)=[O:5]. The reactants are [Cl:1][C:2]1[N:10]=[C:9]([Cl:11])[CH:8]=[CH:7][C:3]=1[C:4](Cl)=[O:5].[NH2:12][CH:13]1[CH2:18][CH2:17][O:16][CH2:15][CH2:14]1.C(N(C(C)C)C(C)C)C. The catalyst is C(Cl)Cl. (2) The reactants are CC(C)([O-])C.[Na+].[CH2:7]1[C:11]2([CH2:16][CH2:15][NH:14][CH2:13][CH2:12]2)[CH2:10][CH2:9][N:8]1[C:17]([O:19][C:20]([CH3:23])([CH3:22])[CH3:21])=[O:18].Cl[C:25]1[CH:30]=[CH:29][C:28]([O:31][CH3:32])=[CH:27][CH:26]=1.C1C=CC(P(C2C(C3C(P(C4C=CC=CC=4)C4C=CC=CC=4)=CC=C4C=3C=CC=C4)=C3C(C=CC=C3)=CC=2)C2C=CC=CC=2)=CC=1. The catalyst is C1(C)C=CC=CC=1.CC([O-])=O.CC([O-])=O.[Pd+2]. The product is [CH3:32][O:31][C:28]1[CH:29]=[CH:30][C:25]([N:14]2[CH2:13][CH2:12][C:11]3([CH2:7][N:8]([C:17]([O:19][C:20]([CH3:23])([CH3:22])[CH3:21])=[O:18])[CH2:9][CH2:10]3)[CH2:16][CH2:15]2)=[CH:26][CH:27]=1. The yield is 0.350. (3) The reactants are [F:1][C:2]1[CH:3]=[CH:4][C:5]([N+:9]([O-:11])=[O:10])=[C:6]([OH:8])[CH:7]=1.I[CH:13]([CH3:15])[CH3:14].C(=O)([O-])[O-].[K+].[K+]. The catalyst is CN(C)C=O. The product is [F:1][C:2]1[CH:3]=[CH:4][C:5]([N+:9]([O-:11])=[O:10])=[C:6]([O:8][CH:13]([CH3:15])[CH3:14])[CH:7]=1. The yield is 0.650.